Dataset: Peptide-MHC class II binding affinity with 134,281 pairs from IEDB. Task: Regression. Given a peptide amino acid sequence and an MHC pseudo amino acid sequence, predict their binding affinity value. This is MHC class II binding data. (1) The peptide sequence is EKFFSKELLTVEDLK. The MHC is DRB1_0101 with pseudo-sequence DRB1_0101. The binding affinity (normalized) is 0.527. (2) The peptide sequence is HVKHFVINLIGDFEV. The MHC is DRB1_0701 with pseudo-sequence DRB1_0701. The binding affinity (normalized) is 0.724. (3) The peptide sequence is EIKSTKPEASSGEPVVVHIT. The MHC is DRB4_0101 with pseudo-sequence DRB4_0103. The binding affinity (normalized) is 0.676.